From a dataset of NCI-60 drug combinations with 297,098 pairs across 59 cell lines. Regression. Given two drug SMILES strings and cell line genomic features, predict the synergy score measuring deviation from expected non-interaction effect. (1) Drug 1: C1=CC(=CC=C1C#N)C(C2=CC=C(C=C2)C#N)N3C=NC=N3. Drug 2: CC12CCC3C(C1CCC2OP(=O)(O)O)CCC4=C3C=CC(=C4)OC(=O)N(CCCl)CCCl.[Na+]. Cell line: 786-0. Synergy scores: CSS=3.20, Synergy_ZIP=0.389, Synergy_Bliss=2.92, Synergy_Loewe=0.769, Synergy_HSA=1.00. (2) Drug 1: CC(C)(C#N)C1=CC(=CC(=C1)CN2C=NC=N2)C(C)(C)C#N. Drug 2: CCN(CC)CCCC(C)NC1=C2C=C(C=CC2=NC3=C1C=CC(=C3)Cl)OC. Synergy scores: CSS=9.90, Synergy_ZIP=-2.05, Synergy_Bliss=3.43, Synergy_Loewe=-0.0623, Synergy_HSA=0.901. Cell line: RXF 393. (3) Drug 1: CCCCCOC(=O)NC1=NC(=O)N(C=C1F)C2C(C(C(O2)C)O)O. Drug 2: CC1CCC2CC(C(=CC=CC=CC(CC(C(=O)C(C(C(=CC(C(=O)CC(OC(=O)C3CCCCN3C(=O)C(=O)C1(O2)O)C(C)CC4CCC(C(C4)OC)OCCO)C)C)O)OC)C)C)C)OC. Cell line: MDA-MB-231. Synergy scores: CSS=8.91, Synergy_ZIP=-3.70, Synergy_Bliss=-1.05, Synergy_Loewe=1.53, Synergy_HSA=2.37. (4) Drug 1: CC1C(C(CC(O1)OC2CC(OC(C2O)C)OC3=CC4=CC5=C(C(=O)C(C(C5)C(C(=O)C(C(C)O)O)OC)OC6CC(C(C(O6)C)O)OC7CC(C(C(O7)C)O)OC8CC(C(C(O8)C)O)(C)O)C(=C4C(=C3C)O)O)O)O. Drug 2: CNC(=O)C1=NC=CC(=C1)OC2=CC=C(C=C2)NC(=O)NC3=CC(=C(C=C3)Cl)C(F)(F)F. Cell line: SN12C. Synergy scores: CSS=16.4, Synergy_ZIP=5.03, Synergy_Bliss=3.69, Synergy_Loewe=-51.8, Synergy_HSA=-2.64. (5) Drug 1: CC1=C2C(C(=O)C3(C(CC4C(C3C(C(C2(C)C)(CC1OC(=O)C(C(C5=CC=CC=C5)NC(=O)OC(C)(C)C)O)O)OC(=O)C6=CC=CC=C6)(CO4)OC(=O)C)OC)C)OC. Drug 2: CC(C1=C(C=CC(=C1Cl)F)Cl)OC2=C(N=CC(=C2)C3=CN(N=C3)C4CCNCC4)N. Cell line: UACC-257. Synergy scores: CSS=19.3, Synergy_ZIP=0.835, Synergy_Bliss=-0.179, Synergy_Loewe=-14.5, Synergy_HSA=-0.133. (6) Drug 1: CC1C(C(CC(O1)OC2CC(OC(C2O)C)OC3=CC4=CC5=C(C(=O)C(C(C5)C(C(=O)C(C(C)O)O)OC)OC6CC(C(C(O6)C)O)OC7CC(C(C(O7)C)O)OC8CC(C(C(O8)C)O)(C)O)C(=C4C(=C3C)O)O)O)O. Drug 2: C1C(C(OC1N2C=NC3=C2NC=NCC3O)CO)O. Cell line: CCRF-CEM. Synergy scores: CSS=32.1, Synergy_ZIP=1.83, Synergy_Bliss=4.37, Synergy_Loewe=-24.8, Synergy_HSA=4.30. (7) Drug 1: CNC(=O)C1=CC=CC=C1SC2=CC3=C(C=C2)C(=NN3)C=CC4=CC=CC=N4. Drug 2: CC1CCC2CC(C(=CC=CC=CC(CC(C(=O)C(C(C(=CC(C(=O)CC(OC(=O)C3CCCCN3C(=O)C(=O)C1(O2)O)C(C)CC4CCC(C(C4)OC)O)C)C)O)OC)C)C)C)OC. Cell line: OVCAR-4. Synergy scores: CSS=21.8, Synergy_ZIP=-6.18, Synergy_Bliss=-0.0268, Synergy_Loewe=-8.45, Synergy_HSA=0.936.